This data is from Reaction yield outcomes from USPTO patents with 853,638 reactions. The task is: Predict the reaction yield, written as a fraction of the theoretical maximum amount of product (1.0 means a 100% yield; for example, 0.34 means a 34% yield). (1) The reactants are C(=O)([O-])[O-].[K+].[K+].[Br:7][C:8]1[CH:13]=[CH:12][C:11]([OH:14])=[CH:10][CH:9]=1.Br[CH2:16][CH2:17][O:18][CH3:19]. The catalyst is CN(C)C=O.O. The product is [Br:7][C:8]1[CH:13]=[CH:12][C:11]([O:14][CH2:16][CH2:17][O:18][CH3:19])=[CH:10][CH:9]=1. The yield is 0.990. (2) The reactants are [C:1](Cl)(=[O:6])[C:2]([CH3:5])([CH3:4])[CH3:3].[NH2:8][C:9]1[CH:14]=[C:13]([C:15]([F:18])([F:17])[F:16])[C:12]([Br:19])=[CH:11][N:10]=1.C(N(CC)CC)C.O. The catalyst is ClCCl. The product is [Br:19][C:12]1[C:13]([C:15]([F:18])([F:16])[F:17])=[CH:14][C:9]([NH:8][C:1](=[O:6])[C:2]([CH3:5])([CH3:4])[CH3:3])=[N:10][CH:11]=1. The yield is 0.856. (3) The reactants are [C:1]([O:5][C:6]([N:8]1[CH2:13][CH2:12][CH:11]([CH2:14][NH:15][C:16](=[O:29])[CH2:17][NH:18]C(OCC2C=CC=CC=2)=O)[CH2:10][CH2:9]1)=[O:7])([CH3:4])([CH3:3])[CH3:2]. The catalyst is CO.C(O)(=O)C.O.[Pd]. The product is [C:1]([O:5][C:6]([N:8]1[CH2:13][CH2:12][CH:11]([CH2:14][NH:15][C:16](=[O:29])[CH2:17][NH2:18])[CH2:10][CH2:9]1)=[O:7])([CH3:4])([CH3:2])[CH3:3]. The yield is 0.640. (4) The reactants are [CH2:1]([N:8]1[CH2:12][CH2:11][C@@H:10]([NH2:13])[CH2:9]1)[C:2]1[CH:7]=[CH:6][CH:5]=[CH:4][CH:3]=1.CCN(C(C)C)C(C)C.[F:23][C:24]([F:39])([F:38])[C:25]1[CH:26]=[C:27]([CH:31]=[C:32]([C:34]([F:37])([F:36])[F:35])[CH:33]=1)[C:28](Cl)=[O:29].C([O-])(O)=O.[Na+]. The catalyst is C(Cl)Cl. The product is [CH2:1]([N:8]1[CH2:12][CH2:11][C@@H:10]([NH:13][C:28](=[O:29])[C:27]2[CH:31]=[C:32]([C:34]([F:35])([F:36])[F:37])[CH:33]=[C:25]([C:24]([F:23])([F:38])[F:39])[CH:26]=2)[CH2:9]1)[C:2]1[CH:3]=[CH:4][CH:5]=[CH:6][CH:7]=1. The yield is 0.920. (5) The reactants are [CH3:1][O:2][C:3]([C:5]1[S:6][C:7]2[CH:8]([N:20]([CH3:22])[CH3:21])[CH2:9][O:10][C:11]3[CH:18]=[CH:17][C:16](Br)=[CH:15][C:12]=3[C:13]=2[N:14]=1)=[O:4].C1C=CC(P(C2C=CC=CC=2)C2C=CC=CC=2)=CC=1.[CH3:42][C:43]([OH:47])([C:45]#[CH:46])[CH3:44]. The catalyst is CN(C=O)C.CC([O-])=O.CC([O-])=O.[Pd+2].[Cu]I. The product is [CH3:1][O:2][C:3]([C:5]1[S:6][C:7]2[CH:8]([N:20]([CH3:22])[CH3:21])[CH2:9][O:10][C:11]3[CH:18]=[CH:17][C:16]([C:46]#[C:45][C:43]([OH:47])([CH3:44])[CH3:42])=[CH:15][C:12]=3[C:13]=2[N:14]=1)=[O:4]. The yield is 0.410.